Dataset: Forward reaction prediction with 1.9M reactions from USPTO patents (1976-2016). Task: Predict the product of the given reaction. (1) Given the reactants [CH3:1][CH:2]1[C:7](=O)[CH2:6][CH2:5][CH2:4][C:3]1=[O:9].[NH2:10][C:11]1[CH:12]=[C:13]([C:21]([OH:23])=[O:22])[C:14]2[C:19]([CH:20]=1)=[CH:18][CH:17]=[CH:16][CH:15]=2, predict the reaction product. The product is: [CH3:1][C:2]1[C:3](=[O:9])[CH2:4][CH2:5][CH2:6][C:7]=1[NH:10][C:11]1[CH:12]=[C:13]([C:21]([OH:23])=[O:22])[C:14]2[C:19]([CH:20]=1)=[CH:18][CH:17]=[CH:16][CH:15]=2.[C:2]1([CH3:1])[CH:7]=[CH:6][CH:5]=[CH:4][CH:3]=1. (2) Given the reactants CO.[Br:3][C:4]1[CH:5]=[C:6]([C:10]([NH:12][CH2:13][CH2:14]CO)=[O:11])[NH:7][C:8]=1[Br:9].C1(C)C=CC(S(Cl)(=O)=O)=CC=1.C(N(CC)CC)C, predict the reaction product. The product is: [Br:9][C:8]1[NH:7][C:6]([C:10]2[O:11][CH2:14][CH2:13][N:12]=2)=[CH:5][C:4]=1[Br:3]. (3) Given the reactants [N-:1]=[N+]=[N-].[Na+].[CH3:5][O:6][C:7](=[O:27])[C:8]1[CH:13]=[C:12]([C:14](=[O:16])[CH3:15])[C:11](F)=[C:10]([F:18])[C:9]=1[NH:19][C:20]1[CH:25]=[CH:24][CH:23]=[CH:22][C:21]=1[Cl:26].CC(C)=O, predict the reaction product. The product is: [CH3:5][O:6][C:7]([C:8]1[C:9]([NH:19][C:20]2[CH:25]=[CH:24][CH:23]=[CH:22][C:21]=2[Cl:26])=[C:10]([F:18])[C:11]2=[N:1][O:16][C:14]([CH3:15])=[C:12]2[CH:13]=1)=[O:27].